Dataset: Catalyst prediction with 721,799 reactions and 888 catalyst types from USPTO. Task: Predict which catalyst facilitates the given reaction. (1) Reactant: Br[C:2]1[C:11]2[C:6](=[CH:7][C:8]([O:14][CH3:15])=[C:9]([O:12][CH3:13])[CH:10]=2)[N:5]=[N:4][CH:3]=1.Br[Zn][C:18]1[S:19][CH:20]=[CH:21][N:22]=1. Product: [CH3:13][O:12][C:9]1[CH:10]=[C:11]2[C:6](=[CH:7][C:8]=1[O:14][CH3:15])[N:5]=[N:4][CH:3]=[C:2]2[C:18]1[S:19][CH:20]=[CH:21][N:22]=1. The catalyst class is: 602. (2) Reactant: [F:1][C:2]1[C:26]([F:27])=[CH:25][CH:24]=[CH:23][C:3]=1[CH2:4][S:5][C:6]1[N:11]=[C:10]([NH:12][S:13]([N:16]2[CH2:19][CH:18](O)[CH2:17]2)(=[O:15])=[O:14])[CH:9]=[C:8]([O:21][CH3:22])[N:7]=1.[CH2:28]([N:30](CC)[CH2:31][CH3:32])[CH3:29].CS(Cl)(=O)=[O:37]. Product: [F:1][C:2]1[C:26]([F:27])=[CH:25][CH:24]=[CH:23][C:3]=1[CH2:4][S:5][C:6]1[N:11]=[C:10]([NH:12][S:13]([N:16]2[CH2:17][CH:18]([N:30]3[CH2:31][CH2:32][O:37][CH2:29][CH2:28]3)[CH2:19]2)(=[O:15])=[O:14])[CH:9]=[C:8]([O:21][CH3:22])[N:7]=1. The catalyst class is: 2. (3) Reactant: [Cl:1][C:2]1[N:7]=[N:6][C:5]([C:8]([OH:10])=O)=[CH:4][CH:3]=1.C(Cl)(=O)C([Cl:14])=O. Product: [Cl:1][C:2]1[N:7]=[N:6][C:5]([C:8]([Cl:14])=[O:10])=[CH:4][CH:3]=1. The catalyst class is: 139. (4) Reactant: [CH2:1]([O:5][CH2:6][C:7]1[CH:8]=[CH:9][C:10]([N:13]2[CH:17]=[CH:16][C:15]([CH:18]([C:20]3[CH:29]=[CH:28][C:23]4[NH:24][C:25](=[O:27])[S:26][C:22]=4[CH:21]=3)[CH3:19])=[N:14]2)=[N:11][CH:12]=1)[C:2]([CH3:4])=[O:3].[BH4-].[Li+]. Product: [OH:3][CH:2]([CH3:4])[CH2:1][O:5][CH2:6][C:7]1[CH:8]=[CH:9][C:10]([N:13]2[CH:17]=[CH:16][C:15]([CH:18]([C:20]3[CH:29]=[CH:28][C:23]4[NH:24][C:25](=[O:27])[S:26][C:22]=4[CH:21]=3)[CH3:19])=[N:14]2)=[N:11][CH:12]=1. The catalyst class is: 7. (5) Product: [CH2:1]([O:8][C:9]([N:11]1[CH2:15][CH:14]=[CH:13][C@H:12]1[C:16]([O:18][CH2:27][C:28]1[CH:33]=[CH:32][CH:31]=[CH:30][CH:29]=1)=[O:17])=[O:10])[C:2]1[CH:3]=[CH:4][CH:5]=[CH:6][CH:7]=1. Reactant: [CH2:1]([O:8][C:9]([N:11]1[CH2:15][CH:14]=[CH:13][C@H:12]1[C:16]([OH:18])=[O:17])=[O:10])[C:2]1[CH:7]=[CH:6][CH:5]=[CH:4][CH:3]=1.[Na+].[I-].C([O-])([O-])=O.[Cs+].[Cs+].[CH2:27](Br)[C:28]1[CH:33]=[CH:32][CH:31]=[CH:30][CH:29]=1. The catalyst class is: 3.